Predict the reactants needed to synthesize the given product. From a dataset of Full USPTO retrosynthesis dataset with 1.9M reactions from patents (1976-2016). (1) Given the product [N:25]1[CH:26]=[CH:27][CH:28]=[CH:29][C:24]=1[NH:23][CH2:2][C:3]1[C:12]2[C:7](=[CH:8][CH:9]=[CH:10][CH:11]=2)[C:6]([C:13]([OH:15])=[O:14])=[CH:5][CH:4]=1, predict the reactants needed to synthesize it. The reactants are: Br[CH2:2][C:3]1[C:12]2[C:7](=[CH:8][CH:9]=[CH:10][CH:11]=2)[C:6]([C:13]([O:15]C)=[O:14])=[CH:5][CH:4]=1.C(=O)([O-])[O-].[K+].[K+].[NH2:23][C:24]1[CH:29]=[CH:28][CH:27]=[CH:26][N:25]=1. (2) The reactants are: [CH3:1][O:2][C:3](=[O:21])[C:4]([NH:7][C:8]([C:10]1[CH:19]=[CH:18][C:17]2[C:12](=[CH:13][CH:14]=[CH:15][CH:16]=2)[C:11]=1[OH:20])=[O:9])([CH3:6])[CH3:5].[C:22]1([CH:28]([CH3:32])[CH2:29][CH2:30]O)[CH:27]=[CH:26][CH:25]=[CH:24][CH:23]=1.C1(P(C2C=CC=CC=2)C2C=CC=CC=2)C=CC=CC=1.CC(OC(/N=N/C(OC(C)C)=O)=O)C. Given the product [CH3:1][O:2][C:3](=[O:21])[C:4]([CH3:6])([NH:7][C:8]([C:10]1[CH:19]=[CH:18][C:17]2[C:12](=[CH:13][CH:14]=[CH:15][CH:16]=2)[C:11]=1[O:20][CH2:30][CH2:29][CH:28]([C:22]1[CH:27]=[CH:26][CH:25]=[CH:24][CH:23]=1)[CH3:32])=[O:9])[CH3:5], predict the reactants needed to synthesize it. (3) Given the product [Br:4][C:5]1[CH:10]=[C:9]([Cl:11])[CH:8]=[CH:7][C:6]=1[N:12]1[CH:16]=[C:15]([F:17])[CH:14]=[N:13]1, predict the reactants needed to synthesize it. The reactants are: C(#N)C.[Br:4][C:5]1[CH:10]=[C:9]([Cl:11])[CH:8]=[CH:7][C:6]=1[N:12]1[CH:16]=[CH:15][CH:14]=[N:13]1.[F:17][B-](F)(F)F.F[B-](F)(F)F.ClC[N+]12CC[N+](F)(CC1)CC2. (4) Given the product [Cl:15][C:16]1[CH:21]=[CH:20][C:19]([C@@H:22]2[O:28][CH2:27][CH2:26][N:25]([C:29]([O:31][C:32]([CH3:34])([CH3:33])[CH3:35])=[O:30])[CH2:24][C@@H:23]2[O:36][C:58]2[C:63]([C:64]#[N:65])=[CH:62][CH:61]=[CH:60][N:59]=2)=[CH:18][C:17]=1[F:37], predict the reactants needed to synthesize it. The reactants are: N(C(OC(C)C)=O)=NC(OC(C)C)=O.[Cl:15][C:16]1[CH:21]=[CH:20][C:19]([C@@H:22]2[O:28][CH2:27][CH2:26][N:25]([C:29]([O:31][C:32]([CH3:35])([CH3:34])[CH3:33])=[O:30])[CH2:24][C@H:23]2[OH:36])=[CH:18][C:17]=1[F:37].C1(P(C2C=CC=CC=2)C2C=CC=CC=2)C=CC=CC=1.O=[C:58]1[C:63]([C:64]#[N:65])=[CH:62][CH:61]=[CH:60][NH:59]1. (5) Given the product [N:15]1[CH:16]=[CH:17][CH:18]=[C:13]([NH:12][C:36]([C:35]2[CH:39]=[CH:40][C:32]([NH:31][C:29]([C:21]3[CH:22]=[C:23]([N+:26]([O-:28])=[O:27])[CH:24]=[CH:25][C:20]=3[Cl:19])=[O:30])=[CH:33][CH:34]=2)=[O:37])[CH:14]=1, predict the reactants needed to synthesize it. The reactants are: CCN=C=NCCCN(C)C.[NH2:12][C:13]1[CH:14]=[N:15][CH:16]=[CH:17][CH:18]=1.[Cl:19][C:20]1[CH:25]=[CH:24][C:23]([N+:26]([O-:28])=[O:27])=[CH:22][C:21]=1[C:29]([NH:31][C:32]1[CH:40]=[CH:39][C:35]([C:36](O)=[O:37])=[CH:34][CH:33]=1)=[O:30].C(=O)(O)[O-].[Na+]. (6) Given the product [CH:35]([N:25]1[C:26](=[O:27])[N:22]([C:4]2[CH:5]=[CH:6][C:7]([N:8]3[CH2:9][CH2:10][N:11]([C:14]4[CH:15]=[CH:16][C:17]([O:20][CH3:21])=[CH:18][CH:19]=4)[CH2:12][CH2:13]3)=[C:2]([F:1])[CH:3]=2)[CH:23]=[N:24]1)([CH2:37][CH3:38])[CH3:36], predict the reactants needed to synthesize it. The reactants are: [F:1][C:2]1[CH:3]=[C:4]([N:22]2[C:26](=[O:27])[NH:25][N:24]=[CH:23]2)[CH:5]=[CH:6][C:7]=1[N:8]1[CH2:13][CH2:12][N:11]([C:14]2[CH:19]=[CH:18][C:17]([O:20][CH3:21])=[CH:16][CH:15]=2)[CH2:10][CH2:9]1.C([O-])([O-])=O.[K+].[K+].Br[CH:35]([CH2:37][CH3:38])[CH3:36]. (7) Given the product [CH2:86]([O:87][C@@H:19]1[C@@H:46]([O:47][CH2:48][C:49]2[CH:54]=[CH:53][CH:52]=[CH:51][CH:50]=2)[C@H:45]([O:55][CH2:56][C:57]2[CH:58]=[CH:59][CH:60]=[CH:61][CH:62]=2)[C@@H:44]([CH2:63][O:64][CH2:65][C:66]2[CH:67]=[CH:68][CH:69]=[CH:70][CH:71]=2)[S:43][C@:17]21[C:2]1[C:3](=[CH:4][CH:5]=[C:6]([CH2:8][OH:9])[CH:7]=1)[CH2:15][O:16]2)[C:29]1[CH:28]=[CH:27][CH:32]=[CH:31][CH:30]=1, predict the reactants needed to synthesize it. The reactants are: Br[C:2]1[CH:7]=[C:6]([CH2:8][O:9]C(C)(OC)C)[CH:5]=[CH:4][C:3]=1[CH2:15][O:16][C:17](OC)([CH3:19])C.C([Li])CCC.[CH3:27][CH2:28][CH2:29][CH2:30][CH2:31][CH3:32].C(O[C@@H]1[C@@H:46]([O:47][CH2:48][C:49]2[CH:54]=[CH:53][CH:52]=[CH:51][CH:50]=2)[C@H:45]([O:55][CH2:56][C:57]2[CH:62]=[CH:61][CH:60]=[CH:59][CH:58]=2)[C@@H:44]([CH2:63][O:64][CH2:65][C:66]2[CH:71]=[CH:70][CH:69]=[CH:68][CH:67]=2)[S:43]C1=O)C1C=CC=CC=1.[Cl-].[NH4+].C1(C)C=CC(S(O)(=O)=O)=CC=1.[C:86](=O)([O-])[OH:87].[Na+]. (8) The reactants are: [CH3:1][C:2]1[CH:10]=[C:9]([Br:11])[CH:8]=[CH:7][C:3]=1[C:4]([OH:6])=[O:5].[CH2:12](O)[C:13]1[CH:18]=[CH:17][CH:16]=[CH:15][CH:14]=1.N1C=CC=CC=1. Given the product [Br:11][C:9]1[CH:8]=[CH:7][C:3]([C:4]([O:6][CH2:12][C:13]2[CH:18]=[CH:17][CH:16]=[CH:15][CH:14]=2)=[O:5])=[C:2]([CH3:1])[CH:10]=1, predict the reactants needed to synthesize it.